Dataset: Forward reaction prediction with 1.9M reactions from USPTO patents (1976-2016). Task: Predict the product of the given reaction. (1) The product is: [CH3:9][O:8][C:5]1[CH:6]=[CH:7][C:2]([CH2:1][NH:18][CH2:17][C:16]2[CH:19]=[CH:20][C:13]([O:12][CH3:11])=[CH:14][CH:15]=2)=[CH:3][CH:4]=1. Given the reactants [CH:1](=O)[C:2]1[CH:7]=[CH:6][C:5]([O:8][CH3:9])=[CH:4][CH:3]=1.[CH3:11][O:12][C:13]1[CH:20]=[CH:19][C:16]([CH2:17][NH2:18])=[CH:15][CH:14]=1.C1(C)C=CC=CC=1, predict the reaction product. (2) Given the reactants Cl.[Cl:2][C:3]1[CH:4]=[CH:5][C:6]2[O:10][CH2:9][CH:8]([NH2:11])[C:7]=2[CH:12]=1.N(C1C2C=C(Cl)C=CC=2OC1)=[N+]=[N-].C1(P(C2C=CC=CC=2)C2C=CC=CC=2)C=CC=CC=1.Cl.O1CCOCC1, predict the reaction product. The product is: [Cl:2][C:3]1[CH:4]=[CH:5][C:6]2[O:10][CH2:9][CH:8]([NH2:11])[C:7]=2[CH:12]=1. (3) The product is: [F:15][C:7]1[C:6]2[O:5][CH2:4][CH:3]([CH2:2][OH:17])[O:16][C:11]=2[CH:10]=[C:9]([F:14])[CH:8]=1. Given the reactants Br[CH2:2][CH:3]([OH:16])[CH2:4][O:5][C:6]1[C:11](OC)=[CH:10][C:9]([F:14])=[CH:8][C:7]=1[F:15].[OH-:17].[K+].Cl, predict the reaction product.